Task: Predict which catalyst facilitates the given reaction.. Dataset: Catalyst prediction with 721,799 reactions and 888 catalyst types from USPTO Reactant: [OH:1][CH:2]1C(O)(S(O)(=O)=O)[CH2:6][CH2:5][O:4][CH2:3]1.[Na].CO[CH:16]([O:19][CH3:20])[O:17][CH3:18]. Product: [CH3:20][O:19][C:16]1([O:17][CH3:18])[CH2:6][CH2:5][O:4][CH2:3][CH:2]1[OH:1]. The catalyst class is: 5.